This data is from Forward reaction prediction with 1.9M reactions from USPTO patents (1976-2016). The task is: Predict the product of the given reaction. Given the reactants [C:1]([C:3]1[NH:20][C:6]2[C:7]([C:14]([O:16][CH:17]([CH3:19])[CH3:18])=[O:15])=[CH:8][NH:9][CH2:10][C:11]([CH3:13])([CH3:12])[C:5]=2[CH:4]=1)#[N:2].C(N(CC)CC)C.[F:28][C:29]1[CH:30]=[C:31]([CH:35]=[CH:36][C:37]=1[F:38])[C:32](Cl)=[O:33], predict the reaction product. The product is: [C:1]([C:3]1[NH:20][C:6]2[C:7]([C:14]([O:16][CH:17]([CH3:18])[CH3:19])=[O:15])=[CH:8][N:9]([C:32](=[O:33])[C:31]3[CH:35]=[CH:36][C:37]([F:38])=[C:29]([F:28])[CH:30]=3)[CH2:10][C:11]([CH3:13])([CH3:12])[C:5]=2[CH:4]=1)#[N:2].